From a dataset of Catalyst prediction with 721,799 reactions and 888 catalyst types from USPTO. Predict which catalyst facilitates the given reaction. (1) Reactant: [F:1][C:2]1[C:3]([C:9]2[N:10]([CH:15]([CH3:17])[CH3:16])[C:11]([CH3:14])=[N:12][CH:13]=2)=[N:4][C:5]([NH2:8])=[N:6][CH:7]=1.CC1(C)C2C(=C(P(C3C=CC=CC=3)C3C=CC=CC=3)C=CC=2)OC2C(P(C3C=CC=CC=3)C3C=CC=CC=3)=CC=CC1=2.C(=O)([O-])[O-].[Cs+].[Cs+].Br[C:67]1[CH:77]=[CH:76][C:70]([C:71]([N:73]([CH3:75])[CH3:74])=[O:72])=[C:69]([F:78])[CH:68]=1. Product: [F:78][C:69]1[CH:68]=[C:67]([NH:8][C:5]2[N:4]=[C:3]([C:9]3[N:10]([CH:15]([CH3:17])[CH3:16])[C:11]([CH3:14])=[N:12][CH:13]=3)[C:2]([F:1])=[CH:7][N:6]=2)[CH:77]=[CH:76][C:70]=1[C:71]([N:73]([CH3:75])[CH3:74])=[O:72]. The catalyst class is: 231. (2) Reactant: [NH2:1][C@H:2]([C:4]1[C:13]([CH2:14][N:15]2[CH2:20][CH2:19][N:18]([C:21]([O:23][C:24]([CH3:27])([CH3:26])[CH3:25])=[O:22])[CH2:17][CH2:16]2)=[C:12]([O:28][CH3:29])[C:11]2[C:6](=[CH:7][CH:8]=[C:9]([F:30])[CH:10]=2)[N:5]=1)[CH3:3].[NH2:31][C:32]1[C:37]([C:38]#[N:39])=[C:36](Cl)[N:35]=[CH:34][N:33]=1.CCN(C(C)C)C(C)C. Product: [NH2:31][C:32]1[N:33]=[CH:34][N:35]=[C:36]([NH:1][C@H:2]([C:4]2[C:13]([CH2:14][N:15]3[CH2:16][CH2:17][N:18]([C:21]([O:23][C:24]([CH3:25])([CH3:26])[CH3:27])=[O:22])[CH2:19][CH2:20]3)=[C:12]([O:28][CH3:29])[C:11]3[C:6](=[CH:7][CH:8]=[C:9]([F:30])[CH:10]=3)[N:5]=2)[CH3:3])[C:37]=1[C:38]#[N:39]. The catalyst class is: 51. (3) Reactant: Br[C:2]1[CH:7]=[CH:6][C:5]([CH2:8][C:9]([O:11][CH3:12])=[O:10])=[C:4]([N+:13]([O-:15])=[O:14])[CH:3]=1.C(=O)([O-])[O-].[Cs+].[Cs+].[C:22](=[O:29])([O:24][C:25]([CH3:28])([CH3:27])[CH3:26])N. Product: [C:25]([O:24][C:22]([C:2]1[CH:7]=[CH:6][C:5]([CH2:8][C:9]([O:11][CH3:12])=[O:10])=[C:4]([N+:13]([O-:15])=[O:14])[CH:3]=1)=[O:29])([CH3:28])([CH3:27])[CH3:26]. The catalyst class is: 12. (4) Reactant: [O:1]=[C:2]1[NH:7][CH2:6][CH:5]([C:8]2[CH:16]=[CH:15][C:11]([C:12]([OH:14])=O)=[CH:10][CH:9]=2)[CH2:4][CH2:3]1.[NH2:17][CH2:18][CH2:19][C:20]1[CH:21]=[C:22]2[C:26](=[CH:27][CH:28]=1)[NH:25][CH:24]=[C:23]2[C:29]#[N:30].C(N(C(C)C)CC)(C)C.CN(C(ON1N=NC2C=CC=CC1=2)=[N+](C)C)C.F[P-](F)(F)(F)(F)F.C(O)(C(F)(F)F)=O.O.C(O)(C(F)(F)F)=O.C(#N)C. Product: [C:29]([C:23]1[C:22]2[C:26](=[CH:27][CH:28]=[C:20]([CH2:19][CH2:18][NH:17][C:12](=[O:14])[C:11]3[CH:10]=[CH:9][C:8]([CH:5]4[CH2:4][CH2:3][C:2](=[O:1])[NH:7][CH2:6]4)=[CH:16][CH:15]=3)[CH:21]=2)[NH:25][CH:24]=1)#[N:30]. The catalyst class is: 3. (5) The catalyst class is: 5. Reactant: C[O:2][C:3]1[CH:10]=[CH:9][CH:8]=[CH:7][C:4]=1[CH2:5][NH2:6].[C:11](OC(=O)C)(=[O:13])[CH3:12]. Product: [OH:2][C:3]1[CH:10]=[CH:9][CH:8]=[CH:7][C:4]=1[CH2:5][NH:6][C:11](=[O:13])[CH3:12]. (6) Reactant: [Cl:1][C:2]1[CH:3]=[C:4]([C:12]2[O:16][N:15]=[C:14]([C:17]3[CH:25]=[CH:24][C:23]([CH2:26][CH2:27][C:28]([O:30]CC)=[O:29])=[C:22]4[C:18]=3[CH:19]=[CH:20][N:21]4[CH3:33])[N:13]=2)[CH:5]=[CH:6][C:7]=1[O:8][CH:9]([CH3:11])[CH3:10].[OH-].[Na+].Cl. Product: [Cl:1][C:2]1[CH:3]=[C:4]([C:12]2[O:16][N:15]=[C:14]([C:17]3[CH:25]=[CH:24][C:23]([CH2:26][CH2:27][C:28]([OH:30])=[O:29])=[C:22]4[C:18]=3[CH:19]=[CH:20][N:21]4[CH3:33])[N:13]=2)[CH:5]=[CH:6][C:7]=1[O:8][CH:9]([CH3:11])[CH3:10]. The catalyst class is: 8. (7) Reactant: Br[CH2:2][C:3]1[CH:4]=[C:5]([CH:10]=[C:11]([CH2:13]Br)[CH:12]=1)[C:6]([O:8][CH3:9])=[O:7].[N:15]1[CH:20]=[CH:19][CH:18]=[CH:17][C:16]=1[CH2:21][NH:22][CH2:23][C:24]1[CH:29]=[CH:28][CH:27]=[CH:26][N:25]=1.C([O-])([O-])=O.[K+].[K+]. Product: [N:15]1[CH:20]=[CH:19][CH:18]=[CH:17][C:16]=1[CH2:21][N:22]([CH2:2][C:3]1[CH:4]=[C:5]([CH:10]=[C:11]([CH2:13][N:22]([CH2:21][C:16]2[CH:17]=[CH:18][CH:19]=[CH:20][N:15]=2)[CH2:23][C:24]2[CH:29]=[CH:28][CH:27]=[CH:26][N:25]=2)[CH:12]=1)[C:6]([O:8][CH3:9])=[O:7])[CH2:23][C:24]1[CH:29]=[CH:28][CH:27]=[CH:26][N:25]=1. The catalyst class is: 10. (8) Reactant: [OH:1][C:2]1[CH:7]=[CH:6][C:5]([C:8]2([C:14]#[N:15])[CH2:13][CH2:12][O:11][CH2:10][CH2:9]2)=[CH:4][CH:3]=1.[Si:16](Cl)([C:19]([CH3:22])([CH3:21])[CH3:20])([CH3:18])[CH3:17].N1C=CN=C1. Product: [Si:16]([O:1][C:2]1[CH:7]=[CH:6][C:5]([C:8]2([C:14]#[N:15])[CH2:13][CH2:12][O:11][CH2:10][CH2:9]2)=[CH:4][CH:3]=1)([C:19]([CH3:22])([CH3:21])[CH3:20])([CH3:18])[CH3:17]. The catalyst class is: 3.